From a dataset of Forward reaction prediction with 1.9M reactions from USPTO patents (1976-2016). Predict the product of the given reaction. (1) Given the reactants C(OC([N:8]1[CH2:13][CH2:12][N:11]([C:14]2[O:15][C:16]3[C:22]([C:23]([N:25]([CH3:27])[CH3:26])=[O:24])=[CH:21][C:20]([Cl:28])=[CH:19][C:17]=3[N:18]=2)[C@@H:10]([CH3:29])[CH2:9]1)=O)(C)(C)C.FC(F)(F)C(O)=O.C(=O)([O-])O.[Na+], predict the reaction product. The product is: [Cl:28][C:20]1[CH:21]=[C:22]([C:23]([N:25]([CH3:26])[CH3:27])=[O:24])[C:16]2[O:15][C:14]([N:11]3[CH2:12][CH2:13][NH:8][CH2:9][C@@H:10]3[CH3:29])=[N:18][C:17]=2[CH:19]=1. (2) Given the reactants [F:1][C:2]1[CH:20]=[CH:19][CH:18]=[CH:17][C:3]=1[CH2:4][N:5]1[C:9]2=[N:10][CH:11]=[CH:12][CH:13]=[C:8]2[C:7]([C:14](=[NH:16])[NH2:15])=[N:6]1.[CH:21]12[O:28][CH:25]([CH2:26][CH2:27]1)[CH2:24][N:23]([CH:29]([C:35](OCC)=[O:36])[C:30](OCC)=[O:31])[CH2:22]2, predict the reaction product. The product is: [F:1][C:2]1[CH:20]=[CH:19][CH:18]=[CH:17][C:3]=1[CH2:4][N:5]1[C:9]2=[N:10][CH:11]=[CH:12][CH:13]=[C:8]2[C:7]([C:14]2[N:15]=[C:30]([OH:31])[C:29]([N:23]3[CH2:24][CH:25]4[O:28][CH:21]([CH2:27][CH2:26]4)[CH2:22]3)=[C:35]([OH:36])[N:16]=2)=[N:6]1. (3) Given the reactants [C:1]([C:5]1[CH:10]=[C:9]([CH3:11])[CH:8]=[C:7]([I:12])[CH:6]=1)([CH3:4])([CH3:3])[CH3:2].C1C(=O)N(Br)C(=O)C1.CC(N=NC(C#N)(C)C)(C#N)C.[NH:33]1[CH2:38][CH2:37][O:36][CH2:35][CH2:34]1, predict the reaction product. The product is: [C:1]([C:5]1[CH:10]=[C:9]([CH:8]=[C:7]([I:12])[CH:6]=1)[CH2:11][N:33]1[CH2:38][CH2:37][O:36][CH2:35][CH2:34]1)([CH3:4])([CH3:3])[CH3:2]. (4) Given the reactants FC(F)(F)S(O[C:7]1[CH:12]=[CH:11][C:10]([N:13]2[C:19](=[O:20])[C:18]3[C:21]([NH2:25])=[N:22][CH:23]=[N:24][C:17]=3[O:16][C@H:15]([CH3:26])[CH2:14]2)=[CH:9][CH:8]=1)(=O)=O.[Cl:29][C:30]1[CH:31]=[C:32]([CH:40]=[CH:41][C:42]=1B1OC(C)(C)C(C)(C)O1)[CH2:33][N:34]([CH3:39])[S:35]([CH3:38])(=[O:37])=[O:36], predict the reaction product. The product is: [NH2:25][C:21]1[C:18]2[C:19](=[O:20])[N:13]([C:10]3[CH:9]=[CH:8][C:7]([C:42]4[CH:41]=[CH:40][C:32]([CH2:33][N:34]([CH3:39])[S:35]([CH3:38])(=[O:37])=[O:36])=[CH:31][C:30]=4[Cl:29])=[CH:12][CH:11]=3)[CH2:14][C@@H:15]([CH3:26])[O:16][C:17]=2[N:24]=[CH:23][N:22]=1.